From a dataset of Forward reaction prediction with 1.9M reactions from USPTO patents (1976-2016). Predict the product of the given reaction. The product is: [C:1]12([CH2:11][C:12]([NH:14][C:15]3[CH:24]=[CH:23][CH:22]=[C:21]4[C:16]=3[CH:17]=[CH:18][C:19]([NH:26][CH2:27][C@@H:28]([OH:30])[CH3:29])=[N:20]4)=[O:13])[CH2:10][CH:5]3[CH2:6][CH:7]([CH2:9][CH:3]([CH2:4]3)[CH2:2]1)[CH2:8]2. Given the reactants [C:1]12([CH2:11][C:12]([NH:14][C:15]3[CH:24]=[CH:23][CH:22]=[C:21]4[C:16]=3[CH:17]=[CH:18][C:19](Cl)=[N:20]4)=[O:13])[CH2:10][CH:5]3[CH2:6][CH:7]([CH2:9][CH:3]([CH2:4]3)[CH2:2]1)[CH2:8]2.[NH2:26][CH2:27][C@@H:28]([OH:30])[CH3:29].C(=O)([O-])[O-].[K+].[K+], predict the reaction product.